This data is from Forward reaction prediction with 1.9M reactions from USPTO patents (1976-2016). The task is: Predict the product of the given reaction. (1) Given the reactants [CH3:1][C:2]1[CH:12]=[CH:11][C:5]([C:6]([O:8][CH2:9][CH3:10])=[O:7])=[CH:4][C:3]=1[C:13]#[C:14][C:15]1[C:19]2[N:20]=[CH:21][N:22]=[C:23]([S:24][CH3:25])[C:18]=2[S:17][CH:16]=1.C1C=C(Cl)C=C(C(OO)=[O:34])C=1, predict the reaction product. The product is: [CH3:1][C:2]1[CH:12]=[CH:11][C:5]([C:6]([O:8][CH2:9][CH3:10])=[O:7])=[CH:4][C:3]=1[C:13]#[C:14][C:15]1[C:19]2[N:20]=[CH:21][N:22]=[C:23]([S:24]([CH3:25])=[O:34])[C:18]=2[S:17][CH:16]=1. (2) Given the reactants [Mg].BrCCBr.[CH2:6]([O:8][CH:9]([O:11][CH2:12][CH2:13][CH2:14][CH2:15][CH2:16][CH2:17]Br)[CH3:10])[CH3:7].[Br:19][C:20]([CH2:22]Br)=[CH2:21], predict the reaction product. The product is: [CH2:6]([O:8][CH:9]([O:11][CH2:12][CH2:13][CH2:14][CH2:15][CH2:16][CH2:17][CH2:22][C:20]([Br:19])=[CH2:21])[CH3:10])[CH3:7]. (3) Given the reactants [CH:1]1([CH2:4][NH:5][C:6](=[O:36])[C:7]2[CH:12]=[CH:11][C:10]([CH3:13])=[C:9]([C:14]3[C:23]4[CH2:22][NH:21][C:20](=[O:24])[N:19]([C:25]5[C:30]([F:31])=[CH:29][CH:28]=[CH:27][C:26]=5[F:32])[C:18]=4[N:17]=[C:16](S(C)=O)[N:15]=3)[CH:8]=2)[CH2:3][CH2:2]1.[CH3:37][NH:38][CH2:39][CH2:40][NH2:41], predict the reaction product. The product is: [CH:1]1([CH2:4][NH:5][C:6](=[O:36])[C:7]2[CH:12]=[CH:11][C:10]([CH3:13])=[C:9]([C:14]3[C:23]4[CH2:22][NH:21][C:20](=[O:24])[N:19]([C:25]5[C:30]([F:31])=[CH:29][CH:28]=[CH:27][C:26]=5[F:32])[C:18]=4[N:17]=[C:16]([NH:41][CH2:40][CH2:39][NH:38][CH3:37])[N:15]=3)[CH:8]=2)[CH2:3][CH2:2]1. (4) Given the reactants [Cl:1][C:2]1[CH:7]=[CH:6][C:5]([C:8]2[C:9]([C:14]([O:16][CH3:17])=[O:15])=[CH:10][CH:11]=[CH:12][CH:13]=2)=[CH:4][C:3]=1[C:18]([O-:20])=O.C(Cl)(=O)C(Cl)=O.[NH2:27][CH2:28][C:29]1([CH2:36][OH:37])[CH2:35][CH2:34][CH2:33][CH2:32][CH2:31][CH2:30]1.C(N(CC)CC)C, predict the reaction product. The product is: [Cl:1][C:2]1[CH:7]=[CH:6][C:5]([C:8]2[C:9]([C:14]([O:16][CH3:17])=[O:15])=[CH:10][CH:11]=[CH:12][CH:13]=2)=[CH:4][C:3]=1[C:18]([NH:27][CH2:28][C:29]1([CH2:36][OH:37])[CH2:35][CH2:34][CH2:33][CH2:32][CH2:31][CH2:30]1)=[O:20].